This data is from Forward reaction prediction with 1.9M reactions from USPTO patents (1976-2016). The task is: Predict the product of the given reaction. Given the reactants [N:1]1[CH:2]=[CH:3][N:4]2[CH:9]=[CH:8][CH:7]=[CH:6][C:5]=12.P(Cl)(Cl)(Cl)=O.O.[OH-].[Na+].CN([CH:21]=[O:22])C, predict the reaction product. The product is: [N:1]1[CH:2]=[C:3]([CH:21]=[O:22])[N:4]2[CH:9]=[CH:8][CH:7]=[CH:6][C:5]=12.